This data is from TCR-epitope binding with 47,182 pairs between 192 epitopes and 23,139 TCRs. The task is: Binary Classification. Given a T-cell receptor sequence (or CDR3 region) and an epitope sequence, predict whether binding occurs between them. (1) The epitope is RQLLFVVEV. The TCR CDR3 sequence is CASSFGNTIYF. Result: 1 (the TCR binds to the epitope). (2) The epitope is PROT_97E67BCC. The TCR CDR3 sequence is CASSLAGTQETQYF. Result: 0 (the TCR does not bind to the epitope). (3) The TCR CDR3 sequence is CASSQYLEMNTEAFF. The epitope is TFYLTNDVSFL. Result: 1 (the TCR binds to the epitope). (4) The TCR CDR3 sequence is CASSEVADYNEQFF. The epitope is KLNVGDYFV. Result: 0 (the TCR does not bind to the epitope). (5) The epitope is SEVGPEHSLAEY. The TCR CDR3 sequence is CASSLEIGADSPLHF. Result: 0 (the TCR does not bind to the epitope). (6) The epitope is ILGLPTQTV. The TCR CDR3 sequence is CASSPSVTEQFF. Result: 1 (the TCR binds to the epitope). (7) The epitope is PROT_97E67BCC. The TCR CDR3 sequence is CASSVGTGELFF. Result: 0 (the TCR does not bind to the epitope). (8) The epitope is YFPLQSYGF. The TCR CDR3 sequence is CASSELGVGANVLTF. Result: 1 (the TCR binds to the epitope). (9) The epitope is GTHWFVTQR. The TCR CDR3 sequence is CASSLFSASGGKNEQFF. Result: 0 (the TCR does not bind to the epitope).